The task is: Predict which catalyst facilitates the given reaction.. This data is from Catalyst prediction with 721,799 reactions and 888 catalyst types from USPTO. (1) Reactant: [Cl:1][C:2]1[CH:7]=[C:6](Cl)[N:5]2[N:9]=[C:10]([C:12]3[C:13]([CH3:22])=[N:14][C:15]4[C:20]([N:21]=3)=[CH:19][CH:18]=[CH:17][CH:16]=4)[CH:11]=[C:4]2[N:3]=1.[NH2:23][CH:24]1[CH2:29][CH2:28][O:27][CH2:26][CH2:25]1.C(N(CC)CC)C. Product: [Cl:1][C:2]1[CH:7]=[C:6]([NH:23][CH:24]2[CH2:29][CH2:28][O:27][CH2:26][CH2:25]2)[N:5]2[N:9]=[C:10]([C:12]3[C:13]([CH3:22])=[N:14][C:15]4[C:20](=[CH:19][CH:18]=[CH:17][CH:16]=4)[N:21]=3)[CH:11]=[C:4]2[N:3]=1. The catalyst class is: 35. (2) Reactant: [CH3:1][C:2]1[C:19]([C:20]([F:23])([F:22])[F:21])=[CH:18][C:5]2[N:6]([C:12]([O:14][CH:15]([CH3:17])[CH3:16])=[O:13])[CH2:7][CH2:8][CH2:9][C:10](=O)[C:4]=2[CH:3]=1.[NH2:24][C:25]1[CH:26]=[N:27][CH:28]=[CH:29][CH:30]=1.C1(C)C=CC(S(O)(=O)=O)=CC=1.[BH4-].[Na+]. Product: [CH:15]([O:14][C:12]([N:6]1[CH2:7][CH2:8][CH2:9][CH:10]([NH:24][C:25]2[CH:26]=[N:27][CH:28]=[CH:29][CH:30]=2)[C:4]2[CH:3]=[C:2]([CH3:1])[C:19]([C:20]([F:23])([F:22])[F:21])=[CH:18][C:5]1=2)=[O:13])([CH3:17])[CH3:16]. The catalyst class is: 11. (3) Reactant: [NH2:1][C:2]1[C:7](Br)=[CH:6][N:5]=[C:4]([N:9]2[CH2:14][CH2:13][CH:12]([C:15]([NH:17][CH2:18][C:19]3[CH:24]=[CH:23][C:22]([Cl:25])=[CH:21][C:20]=3[Cl:26])=[O:16])[CH2:11][CH2:10]2)[N:3]=1.[CH3:27][N:28]([CH3:38])[C:29]1[CH:34]=[CH:33][C:32](B(O)O)=[CH:31][CH:30]=1.C([O-])([O-])=O.[K+].[K+].ClCCl.C(O)(C(F)(F)F)=O. Product: [NH2:1][C:2]1[C:7]([C:32]2[CH:33]=[CH:34][C:29]([N:28]([CH3:38])[CH3:27])=[CH:30][CH:31]=2)=[CH:6][N:5]=[C:4]([N:9]2[CH2:14][CH2:13][CH:12]([C:15]([NH:17][CH2:18][C:19]3[CH:24]=[CH:23][C:22]([Cl:25])=[CH:21][C:20]=3[Cl:26])=[O:16])[CH2:11][CH2:10]2)[N:3]=1. The catalyst class is: 35. (4) Reactant: C(OC([N:8]1[CH2:12][C:11]([C:13]2[S:14][C:15]([CH3:37])=[C:16]([CH:26]([O:32][C:33]([CH3:36])([CH3:35])[CH3:34])[C:27]([O:29][CH2:30][CH3:31])=[O:28])[C:17]=2[C:18]2[CH2:23][CH2:22][C:21]([CH3:25])([CH3:24])[CH2:20][CH:19]=2)=[CH:10][C:9]1=[O:38])=O)(C)(C)C.Cl. Product: [C:33]([O:32][CH:26]([C:16]1[C:17]([C:18]2[CH2:23][CH2:22][C:21]([CH3:25])([CH3:24])[CH2:20][CH:19]=2)=[C:13]([C:11]2[CH2:12][NH:8][C:9](=[O:38])[CH:10]=2)[S:14][C:15]=1[CH3:37])[C:27]([O:29][CH2:30][CH3:31])=[O:28])([CH3:34])([CH3:35])[CH3:36]. The catalyst class is: 13. (5) Reactant: [H-].[Na+].[NH:3]1[CH:7]=[CH:6][CH:5]=[N:4]1.Cl.Cl.Cl[CH2:11][C:12]1[CH:17]=[CH:16][C:15]([C:18]2[C:19]([N:24]3[CH2:29][CH2:28][N:27]([CH2:30][C:31]4[CH:32]=[N:33][N:34]([CH3:37])[C:35]=4[CH3:36])[CH2:26][CH2:25]3)=[N:20][CH:21]=[CH:22][N:23]=2)=[CH:14][CH:13]=1. Product: [CH3:37][N:34]1[C:35]([CH3:36])=[C:31]([CH2:30][N:27]2[CH2:26][CH2:25][N:24]([C:19]3[C:18]([C:15]4[CH:16]=[CH:17][C:12]([CH2:11][N:3]5[CH:7]=[CH:6][CH:5]=[N:4]5)=[CH:13][CH:14]=4)=[N:23][CH:22]=[CH:21][N:20]=3)[CH2:29][CH2:28]2)[CH:32]=[N:33]1. The catalyst class is: 3. (6) Reactant: C([O:8][CH:9]1[CH2:14][CH2:13][CH:12]([O:15][C:16]2[CH:21]=[CH:20][N:19]=[C:18]([NH:22][C:23]3[CH:24]=[C:25]([C:30]4[S:34][C:33]([C:35]([OH:41])([CH3:40])[C:36]([F:39])([F:38])[F:37])=[N:32][CH:31]=4)[CH:26]=[C:27]([CH3:29])[CH:28]=3)[N:17]=2)[CH2:11][CH2:10]1)C1C=CC=CC=1.Cl. Product: [CH3:29][C:27]1[CH:28]=[C:23]([NH:22][C:18]2[N:17]=[C:16]([O:15][CH:12]3[CH2:11][CH2:10][CH:9]([OH:8])[CH2:14][CH2:13]3)[CH:21]=[CH:20][N:19]=2)[CH:24]=[C:25]([C:30]2[S:34][C:33]([C:35]([OH:41])([CH3:40])[C:36]([F:38])([F:39])[F:37])=[N:32][CH:31]=2)[CH:26]=1. The catalyst class is: 5. (7) Reactant: [Cl:1][C:2]1[N:6]2[CH:7]=[C:8]([C:15]3[CH:19]=[CH:18][O:17][CH:16]=3)[CH:9]=[C:10]([C:11]([F:14])([F:13])[F:12])[C:5]2=[N:4][C:3]=1[C:20]([OH:22])=O.[CH3:23][CH:24]1[CH:29]([N:30]2[CH2:34][CH2:33][O:32][C:31]2=[O:35])[CH2:28][CH2:27][NH:26][CH2:25]1.CN(C(ON1N=NC2C=CC=NC1=2)=[N+](C)C)C.F[P-](F)(F)(F)(F)F.CCN(C(C)C)C(C)C. Product: [Cl:1][C:2]1[N:6]2[CH:7]=[C:8]([C:15]3[CH:19]=[CH:18][O:17][CH:16]=3)[CH:9]=[C:10]([C:11]([F:12])([F:14])[F:13])[C:5]2=[N:4][C:3]=1[C:20]([N:26]1[CH2:27][CH2:28][CH:29]([N:30]2[CH2:34][CH2:33][O:32][C:31]2=[O:35])[CH:24]([CH3:23])[CH2:25]1)=[O:22]. The catalyst class is: 42. (8) Reactant: [NH2:1][C:2]1[CH:9]=[CH:8]C(C#N)=[C:4]([Cl:10])[C:3]=1[F:11].[OH-:12].[Na+].[CH2:14]([OH:16])[CH3:15].Cl. Product: [NH2:1][C:2]1[CH:9]=[CH:8][C:15]([C:14]([OH:12])=[O:16])=[C:4]([Cl:10])[C:3]=1[F:11]. The catalyst class is: 13.